This data is from Full USPTO retrosynthesis dataset with 1.9M reactions from patents (1976-2016). The task is: Predict the reactants needed to synthesize the given product. (1) The reactants are: [NH2:1][C:2]1[C:24]([Cl:25])=[CH:23][C:5]([C:6]([NH:8][CH2:9][CH:10]2[O:15][CH2:14][CH2:13][N:12]([CH2:16][CH:17]3[CH2:22][CH2:21][NH:20][CH2:19][CH2:18]3)[CH2:11]2)=[O:7])=[C:4]([O:26][CH2:27][CH3:28])[CH:3]=1.[CH:29](=O)[CH3:30].[BH4-].[Na+]. Given the product [NH2:1][C:2]1[C:24]([Cl:25])=[CH:23][C:5]([C:6]([NH:8][CH2:9][CH:10]2[O:15][CH2:14][CH2:13][N:12]([CH2:16][CH:17]3[CH2:18][CH2:19][N:20]([CH2:29][CH3:30])[CH2:21][CH2:22]3)[CH2:11]2)=[O:7])=[C:4]([O:26][CH2:27][CH3:28])[CH:3]=1, predict the reactants needed to synthesize it. (2) Given the product [CH2:1]([O:8][CH2:9][N:10]1[C:14]([Br:15])=[CH:13][C:12]([C:16]([O:18][CH2:19][CH3:20])=[O:17])=[C:11]1[CH:21]=[O:22])[C:2]1[CH:7]=[CH:6][CH:5]=[CH:4][CH:3]=1, predict the reactants needed to synthesize it. The reactants are: [CH2:1]([O:8][CH2:9][N:10]1[C:14]([Br:15])=[CH:13][C:12]([C:16]([O:18][CH2:19][CH3:20])=[O:17])=[C:11]1[CH2:21][O:22]C)[C:2]1[CH:7]=[CH:6][CH:5]=[CH:4][CH:3]=1.BrC1N(COCC[Si](C)(C)C)C(COC)=C(C(OCC)=O)C=1. (3) Given the product [Cl:1][C:2]1[C:3]([C:4]([NH:16][C:15]2[CH:17]=[CH:18][C:12]([Cl:11])=[CH:13][CH:14]=2)=[O:5])=[CH:7][CH:8]=[CH:9][N:10]=1, predict the reactants needed to synthesize it. The reactants are: [Cl:1][C:2]1[N:10]=[CH:9][CH:8]=[CH:7][C:3]=1[C:4](Cl)=[O:5].[Cl:11][C:12]1[CH:18]=[CH:17][C:15]([NH2:16])=[CH:14][CH:13]=1.C(N(CC)C(C)C)(C)C.C(OCC)(=O)C.